Dataset: Full USPTO retrosynthesis dataset with 1.9M reactions from patents (1976-2016). Task: Predict the reactants needed to synthesize the given product. (1) Given the product [NH2:1][C:4]1[CH:5]=[C:6]([CH:18]=[CH:19][CH:20]=1)[O:7][C:8]1[CH:9]=[CH:10][C:11]2[CH2:15][O:14][B:13]([OH:16])[C:12]=2[CH:17]=1, predict the reactants needed to synthesize it. The reactants are: [N+:1]([C:4]1[CH:5]=[C:6]([CH:18]=[CH:19][CH:20]=1)[O:7][C:8]1[CH:9]=[CH:10][C:11]2[CH2:15][O:14][B:13]([OH:16])[C:12]=2[CH:17]=1)([O-])=O.[H][H]. (2) Given the product [Cl:1][C:2]1[C:7]([C:8]2[CH:9]=[CH:10][CH:11]=[CH:12][CH:13]=2)=[N:6][N:5]=[C:4]2[N:14]([CH:26]3[CH2:27][CH2:28][O:23][CH2:24][CH2:25]3)[N:15]=[C:16]([C:17]3[CH:18]=[CH:19][CH:20]=[CH:21][CH:22]=3)[C:3]=12, predict the reactants needed to synthesize it. The reactants are: [Cl:1][C:2]1[C:7]([C:8]2[CH:13]=[CH:12][CH:11]=[CH:10][CH:9]=2)=[N:6][N:5]=[C:4]2[NH:14][N:15]=[C:16]([C:17]3[CH:22]=[CH:21][CH:20]=[CH:19][CH:18]=3)[C:3]=12.[O:23]1[CH2:28][CH2:27][CH:26](O)[CH2:25][CH2:24]1. (3) Given the product [CH2:1]([S:8][C:9]1[N:10]=[C:11]([NH:20][C@@H:21]([CH2:22][OH:23])[CH2:24][CH:25]([CH3:26])[CH3:27])[C:12]2[S:17][C:16](=[O:18])[NH:15][C:13]=2[N:14]=1)[C:2]1[CH:3]=[CH:4][CH:5]=[CH:6][CH:7]=1, predict the reactants needed to synthesize it. The reactants are: [CH2:1]([S:8][C:9]1[N:10]=[C:11]([NH:20][C@H:21]([CH2:24][CH:25]([CH3:27])[CH3:26])[CH2:22][OH:23])[C:12]2[S:17][C:16]([O:18]C)=[N:15][C:13]=2[N:14]=1)[C:2]1[CH:7]=[CH:6][CH:5]=[CH:4][CH:3]=1.Cl. (4) Given the product [CH3:29][N:30]([CH3:34])[CH2:31][C:32]#[C:33][C:13]1[C:6]2[C:7](=[N:8][CH:9]=[CH:10][C:5]=2[O:4][C:3]2[CH:22]=[CH:23][C:24]([N+:26]([O-:28])=[O:27])=[CH:25][C:2]=2[F:1])[N:11]([C:15]([O:17][C:18]([CH3:21])([CH3:20])[CH3:19])=[O:16])[CH:12]=1, predict the reactants needed to synthesize it. The reactants are: [F:1][C:2]1[CH:25]=[C:24]([N+:26]([O-:28])=[O:27])[CH:23]=[CH:22][C:3]=1[O:4][C:5]1[CH:10]=[CH:9][N:8]=[C:7]2[N:11]([C:15]([O:17][C:18]([CH3:21])([CH3:20])[CH3:19])=[O:16])[CH:12]=[C:13](I)[C:6]=12.[CH3:29][N:30]([CH3:34])[CH2:31][C:32]#[CH:33].C(Cl)Cl. (5) Given the product [CH2:22]([NH:26][C:16](=[O:18])[C:15]1[CH:19]=[CH:20][CH:21]=[C:13]([C:7]2[CH:8]=[CH:9][CH:10]=[CH:11][CH:12]=2)[CH:14]=1)[CH2:23][CH2:24][CH3:25], predict the reactants needed to synthesize it. The reactants are: C(Cl)(=O)C(Cl)=O.[C:7]1([C:13]2[CH:14]=[C:15]([CH:19]=[CH:20][CH:21]=2)[C:16]([OH:18])=O)[CH:12]=[CH:11][CH:10]=[CH:9][CH:8]=1.[CH2:22]([NH2:26])[CH2:23][CH2:24][CH3:25]. (6) Given the product [CH3:16][O:15][N:14]([CH3:13])[C:9]([CH:7]1[CH2:8][N:5]([S:2]([CH3:1])(=[O:4])=[O:3])[CH2:6]1)=[O:11], predict the reactants needed to synthesize it. The reactants are: [CH3:1][S:2]([N:5]1[CH2:8][CH:7]([C:9]([OH:11])=O)[CH2:6]1)(=[O:4])=[O:3].Cl.[CH3:13][NH:14][O:15][CH3:16].CN(C(ON1N=NC2C=CC=NC1=2)=[N+](C)C)C.F[P-](F)(F)(F)(F)F.C(N(C(C)C)CC)(C)C.